Dataset: Reaction yield outcomes from USPTO patents with 853,638 reactions. Task: Predict the reaction yield, written as a fraction of the theoretical maximum amount of product (1.0 means a 100% yield; for example, 0.34 means a 34% yield). (1) The reactants are [Br:1][C:2]1[CH:11]=[CH:10][C:5]([C:6]([NH:8][CH3:9])=O)=[C:4]([F:12])[CH:3]=1.COC1C=CC(P2(SP(C3C=CC(OC)=CC=3)(=S)S2)=[S:22])=CC=1. The catalyst is C1(C)C=CC=CC=1. The product is [Br:1][C:2]1[CH:11]=[CH:10][C:5]([C:6](=[S:22])[NH:8][CH3:9])=[C:4]([F:12])[CH:3]=1. The yield is 0.970. (2) The reactants are Cl[C:2]1[CH:7]=[C:6]([NH:8][C@H:9]2[CH2:14][CH2:13][C@H:12]([C:15]([NH2:17])=[O:16])[CH2:11][CH2:10]2)[C:5]([N+:18]([O-:20])=[O:19])=[CH:4][N:3]=1.[N:21]1([CH2:27][CH2:28][OH:29])[CH2:26][CH2:25][CH2:24][CH2:23][CH2:22]1.C1OCCOCCOCCOCCOCCOC1.C(=O)([O-])[O-].[Cs+].[Cs+]. The catalyst is C1(C)C=CC=CC=1.C(Cl)Cl. The product is [N+:18]([C:5]1[C:6]([NH:8][C@H:9]2[CH2:14][CH2:13][C@H:12]([C:15]([NH2:17])=[O:16])[CH2:11][CH2:10]2)=[CH:7][C:2]([O:29][CH2:28][CH2:27][N:21]2[CH2:26][CH2:25][CH2:24][CH2:23][CH2:22]2)=[N:3][CH:4]=1)([O-:20])=[O:19]. The yield is 0.412. (3) The reactants are [Cl-].[Cl-].[Cl-].[In+3].Cl[SiH](C1C=CC=CC=1)C1C=CC=CC=1.[CH2:19]([N:26]1[CH2:33][CH:32]2[CH:28]([CH:29](O)[C:30]3[CH:36]=[CH:35][S:34][C:31]=32)[CH2:27]1)[C:20]1[CH:25]=[CH:24][CH:23]=[CH:22][CH:21]=1. The product is [CH2:19]([N:26]1[CH2:33][CH:32]2[CH:28]([CH2:29][C:30]3[CH:36]=[CH:35][S:34][C:31]=32)[CH2:27]1)[C:20]1[CH:21]=[CH:22][CH:23]=[CH:24][CH:25]=1. The catalyst is ClC(Cl)C. The yield is 0.570. (4) The reactants are [Br:1][C:2]1[CH:3]=[C:4]([NH:9][C:10](=[O:12])[CH3:11])[C:5]([CH3:8])=[N:6][CH:7]=1.[N:13](OCCC(C)C)=O.C([O-])(=O)C.[K+].C(OC(=O)C)(=O)C. The catalyst is C1(C)C=CC=CC=1. The product is [Br:1][C:2]1[CH:3]=[C:4]2[N:9]([C:10](=[O:12])[CH3:11])[N:13]=[CH:8][C:5]2=[N:6][CH:7]=1. The yield is 0.550. (5) The reactants are [CH2:1]([N:8]1[CH2:12][CH:11]([CH2:13]O)[CH2:10][C:9]1=[O:15])[C:2]1[CH:7]=[CH:6][CH:5]=[CH:4][CH:3]=1.C1(P(C2C=CC=CC=2)C2C=CC=CC=2)C=CC=CC=1.N1C=CN=C1.[I:40]I. The catalyst is C1(C)C=CC=CC=1. The product is [CH2:1]([N:8]1[CH2:12][CH:11]([CH2:13][I:40])[CH2:10][C:9]1=[O:15])[C:2]1[CH:7]=[CH:6][CH:5]=[CH:4][CH:3]=1. The yield is 0.460.